This data is from Catalyst prediction with 721,799 reactions and 888 catalyst types from USPTO. The task is: Predict which catalyst facilitates the given reaction. Reactant: [C:1]([C:3]1[CH:4]=[C:5]([C:14]2[O:18][N:17]=[C:16]([C:19]3[CH:27]=[CH:26][C:25]4[NH:24][C:23]5[CH:28]([C:31]([O:33]CC)=[O:32])[CH2:29][CH2:30][C:22]=5[C:21]=4[CH:20]=3)[N:15]=2)[CH:6]=[C:7]([O:9][C:10]([F:13])([F:12])[F:11])[CH:8]=1)#[N:2].[Li+].[Br-].C(N(CC)CC)C.Cl. Product: [C:1]([C:3]1[CH:4]=[C:5]([C:14]2[O:18][N:17]=[C:16]([C:19]3[CH:27]=[CH:26][C:25]4[NH:24][C:23]5[CH:28]([C:31]([OH:33])=[O:32])[CH2:29][CH2:30][C:22]=5[C:21]=4[CH:20]=3)[N:15]=2)[CH:6]=[C:7]([O:9][C:10]([F:13])([F:11])[F:12])[CH:8]=1)#[N:2]. The catalyst class is: 192.